This data is from Reaction yield outcomes from USPTO patents with 853,638 reactions. The task is: Predict the reaction yield, written as a fraction of the theoretical maximum amount of product (1.0 means a 100% yield; for example, 0.34 means a 34% yield). The reactants are [Cl:1][C:2]1[N:10]=[C:9]2[C:5]([N:6]=[CH:7][N:8]2[CH:11]2[CH2:16][CH2:15][CH2:14][CH2:13][O:12]2)=[C:4]([N:17]2[CH2:22][CH2:21][O:20][CH2:19][CH2:18]2)[N:3]=1.[Li]CCCC.[O:28]1[CH2:31][C:30](=[O:32])[CH2:29]1. The catalyst is C1COCC1. The product is [Cl:1][C:2]1[N:10]=[C:9]2[C:5]([N:6]=[C:7]([C:30]3([OH:32])[CH2:31][O:28][CH2:29]3)[N:8]2[CH:11]2[CH2:16][CH2:15][CH2:14][CH2:13][O:12]2)=[C:4]([N:17]2[CH2:22][CH2:21][O:20][CH2:19][CH2:18]2)[N:3]=1. The yield is 0.700.